This data is from Catalyst prediction with 721,799 reactions and 888 catalyst types from USPTO. The task is: Predict which catalyst facilitates the given reaction. (1) Reactant: [C:1]([O:9][CH2:10][CH3:11])(=[O:8])[CH2:2][C:3]([O:5][CH2:6][CH3:7])=[O:4].C[O-].[Na+].[F:15][C:16]1[CH:21]=[C:20]([F:22])[CH:19]=[C:18]([F:23])[C:17]=1Br.Cl. Product: [F:15][C:16]1[CH:21]=[C:20]([F:22])[CH:19]=[C:18]([F:23])[C:17]=1[CH:2]([C:3]([O:5][CH2:6][CH3:7])=[O:4])[C:1]([O:9][CH2:10][CH3:11])=[O:8]. The catalyst class is: 97. (2) Reactant: [CH3:1][O:2][C:3]1[CH:8]=[C:7]([O:9][CH2:10][O:11][CH3:12])[CH:6]=[CH:5][C:4]=1[C:13]1[C:22]([CH2:23][NH:24][C:25]2[CH:30]=[CH:29][CH:28]=[CH:27][C:26]=2[O:31][CH3:32])=[C:21]2[C:16]([NH:17][C:18]([CH3:36])([CH3:35])[C:19](=[O:34])[N:20]2[CH3:33])=[CH:15][CH:14]=1.C(=O)([O-])O.[Na+].[CH:42]1[C:54]2[CH:53]([CH2:55][O:56][C:57](Cl)=[O:58])[C:52]3[C:47](=[CH:48][CH:49]=[CH:50][CH:51]=3)[C:46]=2[CH:45]=[CH:44][CH:43]=1. Product: [CH:42]1[C:54]2[CH:53]([CH2:55][O:56][C:57]([N:24]([CH2:23][C:22]3[C:13]([C:4]4[CH:5]=[CH:6][C:7]([O:9][CH2:10][O:11][CH3:12])=[CH:8][C:3]=4[O:2][CH3:1])=[CH:14][CH:15]=[C:16]4[C:21]=3[N:20]([CH3:33])[C:19](=[O:34])[C:18]([CH3:36])([CH3:35])[NH:17]4)[C:25]3[CH:30]=[CH:29][CH:28]=[CH:27][C:26]=3[O:31][CH3:32])=[O:58])[C:52]3[C:47](=[CH:48][CH:49]=[CH:50][CH:51]=3)[C:46]=2[CH:45]=[CH:44][CH:43]=1. The catalyst class is: 708. (3) Reactant: Cl.[Cl:2][C:3]1[CH:8]=[CH:7][C:6]([C@H:9]([NH2:12])[CH2:10][CH3:11])=[C:5]([F:13])[C:4]=1[O:14][C:15]1[CH:20]=[CH:19][CH:18]=[CH:17][CH:16]=1.C(N(CC)CC)C.Cl[C:29]1[C:34]([C:35](=O)[CH3:36])=[CH:33][CH:32]=[CH:31][N:30]=1.C(O)(=[O:40])C.C(O[BH-](OC(=O)C)OC(=O)C)(=O)C.[Na+].[OH-].[Na+]. Product: [ClH:2].[Cl:2][C:3]1[CH:8]=[CH:7][C:6]([C@H:9]([NH:12][C@@H:35]([C:34]2[C:29](=[O:40])[NH:30][CH:31]=[CH:32][CH:33]=2)[CH3:36])[CH2:10][CH3:11])=[C:5]([F:13])[C:4]=1[O:14][C:15]1[CH:16]=[CH:17][CH:18]=[CH:19][CH:20]=1. The catalyst class is: 26. (4) Reactant: C(N(C(C)C)CC)(C)C.[F:10][C:11]1[CH:16]=[CH:15][C:14]([CH2:17][C:18]2[C:27]3[C:22](=[CH:23][CH:24]=[CH:25][CH:26]=3)[C:21](=[O:28])[NH:20][N:19]=2)=[CH:13][C:12]=1[NH:29][C:30](=[O:37])[CH2:31][CH:32]([CH3:36])[C:33](O)=[O:34]. Product: [F:10][C:11]1[CH:16]=[CH:15][C:14]([CH2:17][C:18]2[C:27]3[C:22](=[CH:23][CH:24]=[CH:25][CH:26]=3)[C:21](=[O:28])[NH:20][N:19]=2)=[CH:13][C:12]=1[N:29]1[C:30](=[O:37])[CH2:31][CH:32]([CH3:36])[C:33]1=[O:34]. The catalyst class is: 44. (5) Product: [Cl:40][C:36]1[CH:35]=[C:34]([C@H:32]([OH:33])[CH2:31][NH:30][C:2]2[CH:7]=[CH:6][NH:5][C:4](=[O:8])[C:3]=2[C:9]2[NH:13][C:12]3[CH:14]=[C:15]([N:19]4[CH2:23][CH2:22][C:21]5([CH2:27][CH2:26][N:25]([CH2:28][CH3:29])[CH2:24]5)[CH2:20]4)[CH:16]=[C:17]([CH3:18])[C:11]=3[N:10]=2)[CH:39]=[CH:38][CH:37]=1. The catalyst class is: 14. Reactant: Cl[C:2]1[CH:7]=[CH:6][NH:5][C:4](=[O:8])[C:3]=1[C:9]1[NH:13][C:12]2[CH:14]=[C:15]([N:19]3[CH2:23][CH2:22][C:21]4([CH2:27][CH2:26][N:25]([CH2:28][CH3:29])[CH2:24]4)[CH2:20]3)[CH:16]=[C:17]([CH3:18])[C:11]=2[N:10]=1.[NH2:30][CH2:31][C@H:32]([C:34]1[CH:39]=[CH:38][CH:37]=[C:36]([Cl:40])[CH:35]=1)[OH:33].CCN(CC)CC.